From a dataset of Full USPTO retrosynthesis dataset with 1.9M reactions from patents (1976-2016). Predict the reactants needed to synthesize the given product. (1) Given the product [N:5]([C:4]1[CH:6]=[CH:7][C:8]([N:9]2[CH2:14][CH2:13][O:12][CH2:11][C:10]2=[O:15])=[C:2]([CH3:1])[CH:3]=1)=[N+:20]=[N-:21], predict the reactants needed to synthesize it. The reactants are: [CH3:1][C:2]1[CH:3]=[C:4]([CH:6]=[CH:7][C:8]=1[N:9]1[CH2:14][CH2:13][O:12][CH2:11][C:10]1=[O:15])[NH2:5].N([O-])=O.[K+].[N-:20]=[N+:21]=[N-].[Na+]. (2) The reactants are: [CH2:1]([O:8][C:9]1[C:10]([C:29]([O:31]C(C)(C)C)=[O:30])=[N:11][C:12]([CH2:16][CH:17]2[CH2:22][CH2:21][N:20]([C:23]3[CH:28]=[CH:27][CH:26]=[CH:25][CH:24]=3)[CH2:19][CH2:18]2)=[N:13][C:14]=1[OH:15])[C:2]1[CH:7]=[CH:6][CH:5]=[CH:4][CH:3]=1.[OH-].[Na+]. Given the product [CH2:1]([O:8][C:9]1[C:10]([C:29]([OH:31])=[O:30])=[N:11][C:12]([CH2:16][CH:17]2[CH2:22][CH2:21][N:20]([C:23]3[CH:24]=[CH:25][CH:26]=[CH:27][CH:28]=3)[CH2:19][CH2:18]2)=[N:13][C:14]=1[OH:15])[C:2]1[CH:7]=[CH:6][CH:5]=[CH:4][CH:3]=1, predict the reactants needed to synthesize it. (3) Given the product [C:7]([O:11][C:12]([N:14]1[CH2:19][CH2:18][N:17]([C:20]2[CH:21]=[CH:22][C:23]([NH:26][C:27]3([C:5]#[N:6])[CH2:30][CH2:29][CH2:28]3)=[CH:24][CH:25]=2)[CH2:16][CH2:15]1)=[O:13])([CH3:10])([CH3:8])[CH3:9], predict the reactants needed to synthesize it. The reactants are: C[Si]([C:5]#[N:6])(C)C.[C:7]([O:11][C:12]([N:14]1[CH2:19][CH2:18][N:17]([C:20]2[CH:25]=[CH:24][C:23]([NH2:26])=[CH:22][CH:21]=2)[CH2:16][CH2:15]1)=[O:13])([CH3:10])([CH3:9])[CH3:8].[C:27]1(=O)[CH2:30][CH2:29][CH2:28]1.S([O-])([O-])(=O)=O.[Na+].[Na+]. (4) Given the product [NH2:1][CH2:4][C@H:5]1[CH2:9][CH2:8][C:7](=[O:10])[N:6]1[C:11]1[CH:41]=[C:40]([F:42])[CH:39]=[CH:38][C:12]=1[CH2:13][NH:14][C:15]([C:17]1[N:18]=[C:19]2[N:24]([C:25](=[O:35])[C:26]=1[OH:27])[CH2:23][CH2:22][O:21][C:20]2([CH3:37])[CH3:36])=[O:16], predict the reactants needed to synthesize it. The reactants are: [N:1]([CH2:4][C@H:5]1[CH2:9][CH2:8][C:7](=[O:10])[N:6]1[C:11]1[CH:41]=[C:40]([F:42])[CH:39]=[CH:38][C:12]=1[CH2:13][NH:14][C:15]([C:17]1[N:18]=[C:19]2[N:24]([C:25](=[O:35])[C:26]=1[O:27]CC1C=CC=CC=1)[CH2:23][CH2:22][O:21][C:20]2([CH3:37])[CH3:36])=[O:16])=[N+]=[N-].